From a dataset of Peptide-MHC class II binding affinity with 134,281 pairs from IEDB. Regression. Given a peptide amino acid sequence and an MHC pseudo amino acid sequence, predict their binding affinity value. This is MHC class II binding data. (1) The peptide sequence is ADVQYDLYLNVANRR. The MHC is HLA-DQA10301-DQB10302 with pseudo-sequence HLA-DQA10301-DQB10302. The binding affinity (normalized) is 0.199. (2) The peptide sequence is IVDMKILNHLIHKQN. The MHC is HLA-DQA10401-DQB10402 with pseudo-sequence HLA-DQA10401-DQB10402. The binding affinity (normalized) is 0.0990. (3) The peptide sequence is LPVPPTVTVFKIPKK. The MHC is HLA-DQA10101-DQB10501 with pseudo-sequence HLA-DQA10101-DQB10501. The binding affinity (normalized) is 0.0703.